Task: Binary Classification. Given a drug SMILES string, predict its activity (active/inactive) in a high-throughput screening assay against a specified biological target.. Dataset: KCNQ2 potassium channel screen with 302,405 compounds The compound is S(c1nc2c(CCCC2)c(c1C#N)c1oc(cc1)C)CC(OC)=O. The result is 1 (active).